From a dataset of Full USPTO retrosynthesis dataset with 1.9M reactions from patents (1976-2016). Predict the reactants needed to synthesize the given product. (1) Given the product [Cl:1][C:2]1[N:3]=[C:4]([N:21]2[CH2:22][CH2:23][O:24][CH2:25][CH2:26]2)[C:5]2[S:10][C:9]([CH2:11][N:12]3[CH2:17][CH2:16][N:15]4[CH:14]=[CH:31][N:27]=[C:19]4[CH2:13]3)=[CH:8][C:6]=2[N:7]=1, predict the reactants needed to synthesize it. The reactants are: [Cl:1][C:2]1[N:3]=[C:4]([N:21]2[CH2:26][CH2:25][O:24][CH2:23][CH2:22]2)[C:5]2[S:10][C:9]([CH2:11][N:12]3[CH2:17][CH2:16][NH:15][C:14](=O)[C:13]3(C)[CH3:19])=[CH:8][C:6]=2[N:7]=1.[N:27]1C=CN2CCNC[C:31]=12. (2) Given the product [C:1]([O:5][C:6](=[O:7])[NH:8][C@H:9]([C:10](=[O:11])[NH:29][CH3:28])[CH2:13][C:14]1[CH:23]=[CH:22][C:21]2[C:16](=[CH:17][CH:18]=[CH:19][CH:20]=2)[CH:15]=1)([CH3:4])([CH3:3])[CH3:2], predict the reactants needed to synthesize it. The reactants are: [C:1]([O:5][C:6]([NH:8][C@@H:9]([CH2:13][C:14]1[CH:23]=[CH:22][C:21]2[C:16](=[CH:17][CH:18]=[CH:19][CH:20]=2)[CH:15]=1)[C:10](O)=[O:11])=[O:7])([CH3:4])([CH3:3])[CH3:2].CN.C1C[N:29]([P+](ON2N=NC3C=CC=CC2=3)(N2CCCC2)N2CCCC2)[CH2:28]C1.F[P-](F)(F)(F)(F)F.C(N(CC)CC)C. (3) Given the product [CH3:29][C@H:4]1[CH2:3][C@@H:2]([NH:1][C:31]2[CH:36]=[CH:35][C:34]([CH3:37])=[CH:33][N:32]=2)[C:11]2[C:6](=[CH:7][CH:8]=[C:9]([C:12]3[CH:13]=[N:14][C:15]([C:18]([N:20]4[CH2:25][CH2:24][O:23][CH2:22][CH2:21]4)=[O:19])=[CH:16][CH:17]=3)[CH:10]=2)[N:5]1[C:26](=[O:28])[CH3:27], predict the reactants needed to synthesize it. The reactants are: [NH2:1][C@H:2]1[C:11]2[C:6](=[CH:7][CH:8]=[C:9]([C:12]3[CH:13]=[N:14][C:15]([C:18]([N:20]4[CH2:25][CH2:24][O:23][CH2:22][CH2:21]4)=[O:19])=[CH:16][CH:17]=3)[CH:10]=2)[N:5]([C:26](=[O:28])[CH3:27])[C@@H:4]([CH3:29])[CH2:3]1.Br[C:31]1[CH:36]=[CH:35][C:34]([CH3:37])=[CH:33][N:32]=1.C1(P(C2CCCCC2)C2C=CC=CC=2C2C(N(C)C)=CC=CC=2)CCCCC1.CC(C)([O-])C.[Na+]. (4) Given the product [Br:1][C:10]1[CH:9]=[C:8]([CH:12]([C:19]2[CH:24]=[CH:23][CH:22]=[CH:21][N:20]=2)[CH2:13][C:14]2[NH:15][CH2:16][CH2:17][N:18]=2)[C:7]2[O:3][CH2:4][CH2:5][C:6]=2[CH:11]=1, predict the reactants needed to synthesize it. The reactants are: [Br:1]Br.[O:3]1[C:7]2[C:8]([CH:12]([C:19]3[CH:24]=[CH:23][CH:22]=[CH:21][N:20]=3)[CH2:13][C:14]3[NH:15][CH2:16][CH2:17][N:18]=3)=[CH:9][CH:10]=[CH:11][C:6]=2[CH2:5][CH2:4]1.N#N. (5) Given the product [CH:1]1([C:7]2[N:11]([C:12]3[CH:17]=[CH:16][C:15]([S:18]([NH2:21])(=[O:19])=[O:20])=[CH:14][CH:13]=3)[N:10]=[C:9]([CH:22]([F:23])[F:24])[CH:8]=2)[CH2:2][CH2:3][CH2:4][CH2:5][CH2:6]1, predict the reactants needed to synthesize it. The reactants are: [C:1]1([C:7]2[N:11]([C:12]3[CH:17]=[CH:16][C:15]([S:18]([NH2:21])(=[O:20])=[O:19])=[CH:14][CH:13]=3)[N:10]=[C:9]([CH:22]([F:24])[F:23])[CH:8]=2)[CH2:6][CH2:5][CH2:4][CH2:3][CH:2]=1. (6) Given the product [NH2:27][CH:1]([C:4]1[CH:5]=[C:6]([Cl:20])[C:7]([CH3:19])=[C:8]([C:17]#[N:18])[C:9]=1[C:10]1[CH:15]=[CH:14][CH:13]=[C:12]([F:16])[CH:11]=1)[CH3:2], predict the reactants needed to synthesize it. The reactants are: [C:1]([C:4]1[CH:5]=[C:6]([Cl:20])[C:7]([CH3:19])=[C:8]([C:17]#[N:18])[C:9]=1[C:10]1[CH:15]=[CH:14][CH:13]=[C:12]([F:16])[CH:11]=1)(=O)[CH3:2].C([O-])(=O)C.[NH4+].C([BH3-])#[N:27].[Na+]. (7) Given the product [CH3:18][C:13]1[CH:12]=[C:7]([CH:16]=[C:15]([CH3:17])[CH:14]=1)[C:6]#[N:5], predict the reactants needed to synthesize it. The reactants are: [C-]#N.[Na+].C[NH:5][CH2:6][CH2:7]NC.BrC1[CH:16]=[C:15]([CH3:17])[CH:14]=[C:13]([CH3:18])[CH:12]=1.C(O)C1C=CC=CC=1.CCCCCCCCCCCC.[OH-].[NH4+].